From a dataset of Full USPTO retrosynthesis dataset with 1.9M reactions from patents (1976-2016). Predict the reactants needed to synthesize the given product. (1) Given the product [N+:1]([C:4]1[CH:10]=[CH:9][C:7]([N:8]=[N:38][C:29]2[C:30]([CH3:33])=[C:31]([CH3:32])[C:18]3[O:17][C:16]([CH3:35])([CH3:15])[CH:20]([C:21]4[CH:22]=[CH:23][C:24]([CH3:27])=[CH:25][CH:26]=4)[C:19]=3[C:28]=2[CH3:34])=[CH:6][CH:5]=1)([O-:3])=[O:2], predict the reactants needed to synthesize it. The reactants are: [N+:1]([C:4]1[CH:10]=[CH:9][C:7]([NH2:8])=[CH:6][CH:5]=1)([O-:3])=[O:2].N([O-])=O.[Na+].[CH3:15][C:16]1([CH3:35])[CH:20]([C:21]2[CH:26]=[CH:25][C:24]([CH3:27])=[CH:23][CH:22]=2)[C:19]2[C:28]([CH3:34])=[CH:29][C:30]([CH3:33])=[C:31]([CH3:32])[C:18]=2[O:17]1.C(#[N:38])C. (2) Given the product [O:21]=[C:19]1[O:18][CH2:17][C@:16]2([CH2:22][CH2:23][C@@H:14]([C:11]3[CH:12]=[CH:13][C:8](/[CH:26]=[C:25](\[CH2:27][C:28]([OH:30])=[O:29])/[C:24]([OH:32])=[O:31])=[CH:9][CH:10]=3)[CH2:15]2)[NH:20]1, predict the reactants needed to synthesize it. The reactants are: C([O-])([O-])=O.[K+].[K+].Br[C:8]1[CH:13]=[CH:12][C:11]([C@@H:14]2[CH2:23][CH2:22][C@@:16]3([NH:20][C:19](=[O:21])[O:18][CH2:17]3)[CH2:15]2)=[CH:10][CH:9]=1.[C:24]([OH:32])(=[O:31])[C:25]([CH2:27][C:28]([OH:30])=[O:29])=[CH2:26].C(=O)=O. (3) Given the product [C:14]1([CH2:20][CH2:21][CH2:22][N:1]2[CH2:6][CH2:5][O:4][C@H:3]([C:7]3[CH:8]=[CH:9][C:10]([NH2:13])=[N:11][CH:12]=3)[CH2:2]2)[CH:19]=[CH:18][CH:17]=[CH:16][CH:15]=1, predict the reactants needed to synthesize it. The reactants are: [NH:1]1[CH2:6][CH2:5][O:4][C@H:3]([C:7]2[CH:8]=[CH:9][C:10]([NH2:13])=[N:11][CH:12]=2)[CH2:2]1.[C:14]1([CH2:20][CH2:21][CH:22]=O)[CH:19]=[CH:18][CH:17]=[CH:16][CH:15]=1.C(O[BH-](OC(=O)C)OC(=O)C)(=O)C.[Na+].